From a dataset of Reaction yield outcomes from USPTO patents with 853,638 reactions. Predict the reaction yield, written as a fraction of the theoretical maximum amount of product (1.0 means a 100% yield; for example, 0.34 means a 34% yield). (1) The reactants are C([O:3][P:4]([CH2:9][O:10][C:11]1[CH:23]=[CH:22][C:21]2[C:20]3[C:15](=[CH:16][CH:17]=[CH:18][CH:19]=3)[NH:14][C:13]=2[CH:12]=1)(=[O:8])[O:5]CC)C.C[Si](I)(C)C.CO. The catalyst is ClCCl. The product is [CH:12]1[C:13]2[NH:14][C:15]3[C:20](=[CH:19][CH:18]=[CH:17][CH:16]=3)[C:21]=2[CH:22]=[CH:23][C:11]=1[O:10][CH2:9][P:4](=[O:3])([OH:8])[OH:5]. The yield is 0.950. (2) The catalyst is CO.[Pd]. The product is [NH2:1][C:4]1[CH:13]=[C:12]2[C:7]([C:8](=[O:14])[NH:9][CH:10]=[N:11]2)=[CH:6][CH:5]=1. The reactants are [N+:1]([C:4]1[CH:13]=[C:12]2[C:7]([C:8](=[O:14])[NH:9][CH:10]=[N:11]2)=[CH:6][CH:5]=1)([O-])=O. The yield is 0.980. (3) The reactants are [NH2:1][C:2]1[CH:7]=[CH:6][C:5]([C:8]2[CH:12]=[C:11]([C:13]([NH:15][C@H:16]([CH:21]([CH3:23])[CH3:22])[C:17]([O:19][CH3:20])=[O:18])=[O:14])[O:10][N:9]=2)=[CH:4][CH:3]=1.N1C=CC=CC=1.[F:30][C:31]1[CH:36]=[CH:35][CH:34]=[CH:33][C:32]=1[S:37](Cl)(=[O:39])=[O:38]. The catalyst is C(Cl)Cl. The product is [F:30][C:31]1[CH:36]=[CH:35][CH:34]=[CH:33][C:32]=1[S:37]([NH:1][C:2]1[CH:7]=[CH:6][C:5]([C:8]2[CH:12]=[C:11]([C:13]([NH:15][C@H:16]([CH:21]([CH3:23])[CH3:22])[C:17]([O:19][CH3:20])=[O:18])=[O:14])[O:10][N:9]=2)=[CH:4][CH:3]=1)(=[O:39])=[O:38]. The yield is 0.860. (4) The reactants are [N:1]1([CH2:6][CH2:7][CH2:8][O:9][C:10]2[CH:15]=[CH:14][C:13]([C:16]3([CH2:22][NH:23][C:24]4[CH:29]=[CH:28][N:27]=[CH:26][C:25]=4[NH2:30])[CH2:21][CH2:20][O:19][CH2:18][CH2:17]3)=[CH:12][CH:11]=2)[CH2:5][CH2:4][CH2:3][CH2:2]1.[C:31](OC(=O)C)(=O)[CH3:32]. No catalyst specified. The product is [CH3:31][C:32]1[N:23]([CH2:22][C:16]2([C:13]3[CH:14]=[CH:15][C:10]([O:9][CH2:8][CH2:7][CH2:6][N:1]4[CH2:5][CH2:4][CH2:3][CH2:2]4)=[CH:11][CH:12]=3)[CH2:21][CH2:20][O:19][CH2:18][CH2:17]2)[C:24]2[CH:29]=[CH:28][N:27]=[CH:26][C:25]=2[N:30]=1. The yield is 0.300. (5) The reactants are Br[CH2:2][CH2:3][CH2:4][CH2:5][CH2:6][CH2:7][CH2:8][CH2:9][C:10]([NH:12][C:13]1[C:14]([S:19][CH3:20])=[N:15][CH:16]=[CH:17][CH:18]=1)=[O:11].[SH:21][C:22]1[O:23][C:24]2[CH:30]=[CH:29][CH:28]=[CH:27][C:25]=2[N:26]=1.C(=O)([O-])[O-].[K+].[K+].C1OCCOCCOCCOCCOCCOC1. The catalyst is CN(C=O)C. The product is [O:23]1[C:24]2[CH:30]=[CH:29][CH:28]=[CH:27][C:25]=2[N:26]=[C:22]1[S:21][CH2:2][CH2:3][CH2:4][CH2:5][CH2:6][CH2:7][CH2:8][CH2:9][C:10]([NH:12][C:13]1[C:14]([S:19][CH3:20])=[N:15][CH:16]=[CH:17][CH:18]=1)=[O:11]. The yield is 0.770.